This data is from Forward reaction prediction with 1.9M reactions from USPTO patents (1976-2016). The task is: Predict the product of the given reaction. (1) Given the reactants [CH:1]1([C:4]2[N:8](C(OC(C)(C)C)=O)[C:7]3[CH:16]=[C:17]([C:29]4[C:30]([CH3:35])=[N:31][O:32][C:33]=4[CH3:34])[CH:18]=[C:19](B4OC(C)(C)C(C)(C)O4)[C:6]=3[N:5]=2)[CH2:3][CH2:2]1.Br[C:37]1[C:38]([CH:43]2[CH2:45][CH2:44]2)=[N:39][CH:40]=[CH:41][CH:42]=1.COCCOC.C([O-])([O-])=O.[Cs+].[Cs+], predict the reaction product. The product is: [CH:1]1([C:4]2[NH:8][C:7]3[CH:16]=[C:17]([C:29]4[C:30]([CH3:35])=[N:31][O:32][C:33]=4[CH3:34])[CH:18]=[C:19]([C:37]4[C:38]([CH:43]5[CH2:45][CH2:44]5)=[N:39][CH:40]=[CH:41][CH:42]=4)[C:6]=3[N:5]=2)[CH2:3][CH2:2]1. (2) Given the reactants [Cl:1][C:2]1[CH:18]=[CH:17][C:5]2[CH2:6][CH2:7][N:8]([C:11](=[O:16])[C:12]([F:15])([F:14])[F:13])[CH2:9][CH2:10][C:4]=2[C:3]=1OS(C(F)(F)F)(=O)=O.[NH2:27][CH2:28][CH2:29][CH2:30][NH:31]C(=O)OC(C)(C)C, predict the reaction product. The product is: [NH2:27][CH2:28][CH2:29][CH2:30][NH:31][C:3]1[C:4]2[CH2:10][CH2:9][N:8]([C:11](=[O:16])[C:12]([F:15])([F:14])[F:13])[CH2:7][CH2:6][C:5]=2[CH:17]=[CH:18][C:2]=1[Cl:1]. (3) Given the reactants [NH:1]1[CH2:5][CH2:4][CH2:3][C@H:2]1[CH2:6][OH:7].N1C=CC=CC=1.[S:14](Cl)(Cl)(=[O:16])=[O:15].Cl.N1C=CC=CC=1, predict the reaction product. The product is: [S:14]1(=[O:16])(=[O:15])[N:1]2[CH2:5][CH2:4][CH2:3][C@H:2]2[CH2:6][O:7]1. (4) Given the reactants C(=O)(O)[O-].[Na+].[OH:6][C:7]1[CH:14]=[C:13]([OH:15])[CH:12]=[CH:11][C:8]=1[CH:9]=[O:10].[CH2:16](Br)[C:17]1[CH:22]=[CH:21][CH:20]=[CH:19][CH:18]=1, predict the reaction product. The product is: [CH2:16]([O:15][C:13]1[CH:12]=[CH:11][C:8]([CH:9]=[O:10])=[C:7]([OH:6])[CH:14]=1)[C:17]1[CH:22]=[CH:21][CH:20]=[CH:19][CH:18]=1. (5) Given the reactants [N:1]1([C:7]2[N:8]=[C:9]([CH2:14][C:15]([O-:17])=O)[NH:10][C:11](=[O:13])[CH:12]=2)[CH2:6][CH2:5][O:4][CH2:3][CH2:2]1.[Na+].O.C([NH:23][C:24]1[CH:29]=[CH:28][CH:27]=[CH:26][CH:25]=1)(C)C.O1C[CH2:33][CH2:32][CH2:31]1, predict the reaction product. The product is: [N:1]1([C:7]2[N:8]=[C:9]([CH2:14][C:15]([NH:23][C:24]3[CH:25]=[CH:26][CH:27]=[C:28]([CH:32]([CH3:33])[CH3:31])[CH:29]=3)=[O:17])[NH:10][C:11](=[O:13])[CH:12]=2)[CH2:2][CH2:3][O:4][CH2:5][CH2:6]1.